Dataset: HIV replication inhibition screening data with 41,000+ compounds from the AIDS Antiviral Screen. Task: Binary Classification. Given a drug SMILES string, predict its activity (active/inactive) in a high-throughput screening assay against a specified biological target. The molecule is Cc1nn(C(=O)CC(=O)Nc2ccccc2)c(C)c1N=Nc1ccccc1F. The result is 0 (inactive).